Dataset: Cav3 T-type calcium channel HTS with 100,875 compounds. Task: Binary Classification. Given a drug SMILES string, predict its activity (active/inactive) in a high-throughput screening assay against a specified biological target. (1) The compound is Clc1cc(N2CCN(CC2)C(=O)Cc2c3c([nH]c2C(O)=O)cccc3)c(cc1)C. The result is 0 (inactive). (2) The molecule is S(=O)(=O)(NCCOc1nc(NCC)nc(NCC)n1)c1c(ccc(c1)C)C. The result is 0 (inactive). (3) The result is 0 (inactive). The drug is O(c1cc(c2c3CCCCc3nc(N)c2C#N)ccc1OC)C.